From a dataset of Reaction yield outcomes from USPTO patents with 853,638 reactions. Predict the reaction yield, written as a fraction of the theoretical maximum amount of product (1.0 means a 100% yield; for example, 0.34 means a 34% yield). (1) The reactants are [CH3:1][C:2]1[O:6][N:5]=[C:4]([C:7]2[CH:12]=[CH:11][CH:10]=[CH:9][CH:8]=2)[C:3]=1[CH2:13][O:14][C:15]1[CH:20]=[CH:19][C:18]([S:21][CH3:22])=[CH:17][N:16]=1.C1(S(N2C(C3C=CC=CC=3)O2)(=O)=[O:30])C=CC=CC=1. The catalyst is ClCCl. The product is [CH3:22][S:21]([C:18]1[CH:19]=[CH:20][C:15]([O:14][CH2:13][C:3]2[C:4]([C:7]3[CH:8]=[CH:9][CH:10]=[CH:11][CH:12]=3)=[N:5][O:6][C:2]=2[CH3:1])=[N:16][CH:17]=1)=[O:30]. The yield is 0.950. (2) The reactants are C(N)(=[S:8])C1C=CC=CC=1.[CH3:10][C:11]1[CH:18]=[CH:17][C:14]([C:15]#[N:16])=[C:13]([N+:19]([O-:21])=[O:20])[CH:12]=1.CC1C=CC(C(N)=O)=C([N+]([O-])=O)C=1. No catalyst specified. The product is [CH3:10][C:11]1[CH:18]=[CH:17][C:14]([C:15]([NH2:16])=[S:8])=[C:13]([N+:19]([O-:21])=[O:20])[CH:12]=1. The yield is 0.980. (3) The reactants are [F:1][C:2]1[CH:3]=[C:4]([CH:7]=[CH:8][CH:9]=1)[CH2:5][OH:6].[OH-].[K+].F[C:13]1[CH:18]=[CH:17][C:16]([N+:19]([O-:21])=[O:20])=[CH:15][CH:14]=1. The catalyst is O. The product is [F:1][C:2]1[CH:3]=[C:4]([CH:7]=[CH:8][CH:9]=1)[CH2:5][O:6][C:13]1[CH:18]=[CH:17][C:16]([N+:19]([O-:21])=[O:20])=[CH:15][CH:14]=1. The yield is 0.610. (4) The reactants are CC(OC(/N=N/C(OC(C)C)=O)=O)C.C1(P(C2C=CC=CC=2)C2C=CC=CC=2)C=CC=CC=1.[Cl:34][C:35]1[CH:36]=[C:37]([OH:42])[CH:38]=[CH:39][C:40]=1[Cl:41].[C:43]([O:47][C:48]([N:50]1[CH2:55][CH2:54][C:53]2([CH2:60][CH2:59][CH:58](O)[CH2:57][CH2:56]2)[CH2:52][CH2:51]1)=[O:49])([CH3:46])([CH3:45])[CH3:44]. The catalyst is C(OCC)C. The product is [C:43]([O:47][C:48]([N:50]1[CH2:55][CH2:54][C:53]2([CH2:60][CH2:59][CH:58]([O:42][C:37]3[CH:38]=[CH:39][C:40]([Cl:41])=[C:35]([Cl:34])[CH:36]=3)[CH2:57][CH2:56]2)[CH2:52][CH2:51]1)=[O:49])([CH3:46])([CH3:44])[CH3:45]. The yield is 0.560. (5) The reactants are [F:1][C:2]([F:15])([F:14])[S:3](O[S:3]([C:2]([F:15])([F:14])[F:1])(=[O:5])=[O:4])(=[O:5])=[O:4].[CH3:16][O:17][C:18]1[CH:23]=[CH:22][CH:21]=[C:20]([NH2:24])[CH:19]=1.C(N(CC)CC)C.[OH-].[Na+]. The catalyst is C(Cl)Cl.CO. The product is [F:1][C:2]([F:15])([F:14])[S:3]([NH:24][C:20]1[CH:21]=[CH:22][CH:23]=[C:18]([O:17][CH3:16])[CH:19]=1)(=[O:5])=[O:4]. The yield is 0.770. (6) The reactants are C([O:3][C:4](=[O:41])[CH2:5][O:6][C@H:7]1[CH2:12][CH2:11][C@H:10]([N:13]2[C:18](=[O:19])[C:17]([CH2:20][C:21]3[CH:26]=[CH:25][C:24]([C:27]4[CH:32]=[CH:31][CH:30]=[CH:29][C:28]=4[C:33]#[N:34])=[CH:23][CH:22]=3)=[C:16]([CH2:35][CH2:36][CH3:37])[N:15]3[N:38]=[CH:39][N:40]=[C:14]23)[CH2:9][CH2:8]1)C.[OH-].[Na+].CO.Cl. The catalyst is O.O1CCCC1. The product is [C:33]([C:28]1[CH:29]=[CH:30][CH:31]=[CH:32][C:27]=1[C:24]1[CH:25]=[CH:26][C:21]([CH2:20][C:17]2[C:18](=[O:19])[N:13]([C@H:10]3[CH2:11][CH2:12][C@H:7]([O:6][CH2:5][C:4]([OH:41])=[O:3])[CH2:8][CH2:9]3)[C:14]3[N:15]([N:38]=[CH:39][N:40]=3)[C:16]=2[CH2:35][CH2:36][CH3:37])=[CH:22][CH:23]=1)#[N:34]. The yield is 0.900. (7) The yield is 0.560. The catalyst is Cl.C(Cl)Cl. The reactants are O[C:2]1[CH:36]=[CH:35][CH:34]=[CH:33][C:3]=1[CH2:4][C:5]1[C:6]([CH:16]([OH:32])[C:17]2[CH:22]=[CH:21][C:20]([O:23][CH2:24][CH2:25][N:26]3[CH2:31][CH2:30][CH2:29][CH2:28][CH2:27]3)=[CH:19][CH:18]=2)=[C:7]2[C:12](=[CH:13][CH:14]=1)[CH:11]=[C:10]([OH:15])[CH:9]=[CH:8]2. The product is [N:26]1([CH2:25][CH2:24][O:23][C:20]2[CH:21]=[CH:22][C:17]([CH:16]3[C:6]4[C:7]5[CH:8]=[CH:9][C:10]([OH:15])=[CH:11][C:12]=5[CH:13]=[CH:14][C:5]=4[CH2:4][C:3]4[CH:2]=[CH:36][CH:35]=[CH:34][C:33]=4[O:32]3)=[CH:18][CH:19]=2)[CH2:31][CH2:30][CH2:29][CH2:28][CH2:27]1. (8) The reactants are [CH2:1]([O:8][C:9]([NH:11][CH:12]1[CH2:14][C:13]1([O:20][Si](C(C)(C)C)(C)C)[C:15]([O:17][CH2:18][CH3:19])=[O:16])=[O:10])[C:2]1[CH:7]=[CH:6][CH:5]=[CH:4][CH:3]=1.N1C=CC=CC=1. The catalyst is C1COCC1.CCOCC. The product is [CH2:1]([O:8][C:9]([NH:11][CH:12]1[CH2:14][C:13]1([OH:20])[C:15]([O:17][CH2:18][CH3:19])=[O:16])=[O:10])[C:2]1[CH:3]=[CH:4][CH:5]=[CH:6][CH:7]=1. The yield is 0.930.